This data is from NCI-60 drug combinations with 297,098 pairs across 59 cell lines. The task is: Regression. Given two drug SMILES strings and cell line genomic features, predict the synergy score measuring deviation from expected non-interaction effect. (1) Drug 1: CC(CN1CC(=O)NC(=O)C1)N2CC(=O)NC(=O)C2. Drug 2: CC1=C(C=C(C=C1)C(=O)NC2=CC(=CC(=C2)C(F)(F)F)N3C=C(N=C3)C)NC4=NC=CC(=N4)C5=CN=CC=C5. Cell line: K-562. Synergy scores: CSS=65.7, Synergy_ZIP=-11.0, Synergy_Bliss=-10.9, Synergy_Loewe=-9.75, Synergy_HSA=-6.73. (2) Drug 1: C1CC(C1)(C(=O)O)C(=O)O.[NH2-].[NH2-].[Pt+2]. Drug 2: CCC1(CC2CC(C3=C(CCN(C2)C1)C4=CC=CC=C4N3)(C5=C(C=C6C(=C5)C78CCN9C7C(C=CC9)(C(C(C8N6C)(C(=O)OC)O)OC(=O)C)CC)OC)C(=O)OC)O.OS(=O)(=O)O. Cell line: UO-31. Synergy scores: CSS=-0.576, Synergy_ZIP=-0.307, Synergy_Bliss=-0.821, Synergy_Loewe=-1.16, Synergy_HSA=-1.26. (3) Drug 1: C(=O)(N)NO. Drug 2: C(CN)CNCCSP(=O)(O)O. Cell line: NCIH23. Synergy scores: CSS=-4.05, Synergy_ZIP=2.68, Synergy_Bliss=2.42, Synergy_Loewe=-1.69, Synergy_HSA=-3.92.